Dataset: Full USPTO retrosynthesis dataset with 1.9M reactions from patents (1976-2016). Task: Predict the reactants needed to synthesize the given product. (1) Given the product [OH:1][CH2:2][CH:3]1[O:7][C:6](=[O:8])[N:5]([CH2:9][C:11]2[CH:20]=[CH:21][C:14]([O:13][CH3:12])=[CH:15][CH:16]=2)[CH2:4]1, predict the reactants needed to synthesize it. The reactants are: [OH:1][CH2:2][CH:3]1[O:7][C:6](=[O:8])[N:5]([CH:9]([CH3:11])C)[CH2:4]1.[CH3:12][O:13][C:14]1[CH:21]=[CH:20]C(CN)=[CH:16][CH:15]=1.C(N)(C)C. (2) Given the product [CH2:19]=[C:18]1[C:2]2[C:7](=[CH:6][CH:5]=[CH:4][N:3]=2)[N:8]([C:9]([O:10][C:11]([CH3:14])([CH3:13])[CH3:12])=[O:15])[CH2:16][CH2:17]1, predict the reactants needed to synthesize it. The reactants are: Br[C:2]1[C:7]([N:8]([CH2:16][CH2:17][CH:18]=[CH2:19])[C:9](=[O:15])[O:10][C:11]([CH3:14])([CH3:13])[CH3:12])=[CH:6][CH:5]=[CH:4][N:3]=1.C1C=CC(P(C2C=CC=CC=2)C2C=CC=CC=2)=CC=1.CC([O-])=O.[K+]. (3) Given the product [C:34]([O:38][C:39](=[O:53])[CH:40]([NH:45][C:46]([O:48][C:49]([CH3:52])([CH3:51])[CH3:50])=[O:47])[CH2:41][CH2:42][CH2:43][S:56][C:54](=[O:57])[CH3:55])([CH3:37])([CH3:36])[CH3:35], predict the reactants needed to synthesize it. The reactants are: C1(P(C2C=CC=CC=2)C2C=CC=CC=2)C=CC=CC=1.CC(OC(/N=N/C(OC(C)C)=O)=O)C.[C:34]([O:38][C:39](=[O:53])[CH:40]([NH:45][C:46]([O:48][C:49]([CH3:52])([CH3:51])[CH3:50])=[O:47])[CH2:41][CH2:42][CH2:43]O)([CH3:37])([CH3:36])[CH3:35].[C:54]([OH:57])(=[S:56])[CH3:55]. (4) Given the product [Cl:1][C:2]1[CH:7]=[CH:6][C:5]([NH2:8])=[CH:4][C:3]=1[O:11][CH3:12], predict the reactants needed to synthesize it. The reactants are: [Cl:1][C:2]1[CH:7]=[CH:6][C:5]([N+:8]([O-])=O)=[CH:4][C:3]=1[O:11][CH3:12].C1COCC1. (5) Given the product [C:27]([O:47][C:44]([NH:8][CH2:9][CH2:10][NH:11][C:12]([C:14]1[N:15]([C:34]2[CH:35]=[CH:36][C:37]([O:40][CH:41]([CH3:43])[CH3:42])=[CH:38][CH:39]=2)[C:16]2[C:21]([C:49]=1[Cl:51])=[CH:20][C:19]([O:23][C:24]1[CH:29]=[CH:28][C:27]([C:30]([F:32])([F:31])[F:33])=[CH:26][N:25]=1)=[CH:18][CH:17]=2)=[O:13])=[O:45])([CH3:30])([CH3:28])[CH3:26], predict the reactants needed to synthesize it. The reactants are: C(OC([NH:8][CH2:9][CH2:10][NH:11][C:12]([C:14]1[N:15]([C:34]2[CH:39]=[CH:38][C:37]([O:40][CH:41]([CH3:43])[CH3:42])=[CH:36][CH:35]=2)[C:16]2[C:21](C=1)=[CH:20][C:19]([O:23][C:24]1[CH:29]=[CH:28][C:27]([C:30]([F:33])([F:32])[F:31])=[CH:26][N:25]=1)=[CH:18][CH:17]=2)=[O:13])=O)CCC.[C:44]([O-:47])(O)=[O:45].[Na+].[CH2:49]([Cl:51])Cl. (6) Given the product [N+:16]([O-:19])([O-:18])=[O:17].[N:1]1([C:6]2[CH:12]=[CH:11][C:9]([NH:10][C:14]([NH2:15])=[NH2+:13])=[CH:8][CH:7]=2)[CH:5]=[CH:4][N:3]=[N:2]1, predict the reactants needed to synthesize it. The reactants are: [N:1]1([C:6]2[CH:12]=[CH:11][C:9]([NH2:10])=[CH:8][CH:7]=2)[CH:5]=[CH:4][N:3]=[N:2]1.[N:13]#[C:14][NH2:15].[N+:16]([O-:19])([OH:18])=[O:17]. (7) Given the product [F:27][C:14]1[CH:13]=[C:12]([C:10]([C:3]2[CH:4]=[CH:5][C:6]([O:8][CH3:9])=[CH:7][C:2]=2[C:35]2[CH2:34][CH2:33][C:32]3[C:37](=[CH:38][CH:39]=[C:30]([O:29][CH3:28])[CH:31]=3)[CH:36]=2)=[O:11])[CH:17]=[CH:16][C:15]=1[O:18][CH2:19][CH2:20][N:21]1[CH2:26][CH2:25][CH2:24][CH2:23][CH2:22]1, predict the reactants needed to synthesize it. The reactants are: Br[C:2]1[CH:7]=[C:6]([O:8][CH3:9])[CH:5]=[CH:4][C:3]=1[C:10]([C:12]1[CH:17]=[CH:16][C:15]([O:18][CH2:19][CH2:20][N:21]2[CH2:26][CH2:25][CH2:24][CH2:23][CH2:22]2)=[C:14]([F:27])[CH:13]=1)=[O:11].[CH3:28][O:29][C:30]1[CH:31]=[C:32]2[C:37](=[CH:38][CH:39]=1)[CH:36]=[C:35]([Sn](C)(C)C)[CH2:34][CH2:33]2. (8) Given the product [C:38]([N:35]1[CH2:36][CH2:37][N:32]([C:27]2[CH:28]=[CH:29][CH:30]=[C:31]3[C:26]=2[CH:25]=[CH:24][N:23]3[C:21]2[CH:20]=[CH:19][N:18]=[C:17]([NH:16][CH:13]3[CH2:12][CH2:11][CH:10]([N:9]([CH2:8][CH2:7][OH:6])[S:41]([CH3:44])(=[O:43])=[O:42])[CH2:15][CH2:14]3)[N:22]=2)[CH2:33][CH2:34]1)(=[O:40])[CH3:39], predict the reactants needed to synthesize it. The reactants are: C([Si](C)(C)[O:6][CH2:7][CH2:8][N:9]([S:41]([CH3:44])(=[O:43])=[O:42])[CH:10]1[CH2:15][CH2:14][CH:13]([NH:16][C:17]2[N:22]=[C:21]([N:23]3[C:31]4[C:26](=[C:27]([N:32]5[CH2:37][CH2:36][N:35]([C:38](=[O:40])[CH3:39])[CH2:34][CH2:33]5)[CH:28]=[CH:29][CH:30]=4)[CH:25]=[CH:24]3)[CH:20]=[CH:19][N:18]=2)[CH2:12][CH2:11]1)(C)(C)C.CCCC[N+](CCCC)(CCCC)CCCC.[F-]. (9) Given the product [F:30][C:25]1[CH:26]=[CH:27][CH:28]=[CH:29][C:24]=1[N:17]1[CH2:16][CH2:15][C:12]2([C:11](=[O:20])[N:10]([C:7]3[CH:8]=[CH:9][C:4]([O:3][C:2]([F:1])([F:21])[F:22])=[CH:5][CH:6]=3)[CH2:14][CH2:13]2)[CH2:19][CH2:18]1, predict the reactants needed to synthesize it. The reactants are: [F:1][C:2]([F:22])([F:21])[O:3][C:4]1[CH:9]=[CH:8][C:7]([N:10]2[CH2:14][CH2:13][C:12]3([CH2:19][CH2:18][NH:17][CH2:16][CH2:15]3)[C:11]2=[O:20])=[CH:6][CH:5]=1.Br[C:24]1[CH:29]=[CH:28][CH:27]=[CH:26][C:25]=1[F:30].